This data is from Full USPTO retrosynthesis dataset with 1.9M reactions from patents (1976-2016). The task is: Predict the reactants needed to synthesize the given product. (1) Given the product [CH3:14][O:15][C:16]1[CH:17]=[CH:18][C:19]([S:22]([N:11]2[CH2:12][CH2:13][CH:8]([N:5]3[CH2:6][CH2:7][CH:2]([CH3:1])[CH2:3][CH2:4]3)[CH2:9][CH2:10]2)(=[O:24])=[O:23])=[CH:20][CH:21]=1, predict the reactants needed to synthesize it. The reactants are: [CH3:1][CH:2]1[CH2:7][CH2:6][N:5]([CH:8]2[CH2:13][CH2:12][NH:11][CH2:10][CH2:9]2)[CH2:4][CH2:3]1.[CH3:14][O:15][C:16]1[CH:21]=[CH:20][C:19]([S:22](Cl)(=[O:24])=[O:23])=[CH:18][CH:17]=1. (2) Given the product [CH2:1]([N:5]([CH2:22][C:23]1[CH:35]=[CH:34][C:26]([O:27][CH2:28][C:29]([OH:31])=[O:30])=[C:25]([CH3:36])[CH:24]=1)[C:6]1[CH:11]=[N:10][CH:9]=[C:8]([C:12]2[CH:13]=[CH:14][C:15]([C:18]([F:19])([F:20])[F:21])=[CH:16][CH:17]=2)[N:7]=1)[CH2:2][CH2:3][CH3:4], predict the reactants needed to synthesize it. The reactants are: [CH2:1]([N:5]([CH2:22][C:23]1[CH:35]=[CH:34][C:26]([O:27][CH2:28][C:29]([O:31]CC)=[O:30])=[C:25]([CH3:36])[CH:24]=1)[C:6]1[CH:11]=[N:10][CH:9]=[C:8]([C:12]2[CH:17]=[CH:16][C:15]([C:18]([F:21])([F:20])[F:19])=[CH:14][CH:13]=2)[N:7]=1)[CH2:2][CH2:3][CH3:4].[OH-].[Na+]. (3) The reactants are: [N+:1]([C:4]1[CH:12]=[CH:11][C:7]([C:8]([OH:10])=O)=[CH:6][CH:5]=1)([O-:3])=[O:2].[N:13]1([C:19]([O:21][C:22]([CH3:25])([CH3:24])[CH3:23])=[O:20])[CH2:18][CH2:17][NH:16][CH2:15][CH2:14]1.Cl.CN(C)CCCN=C=NCC.CN1CCOCC1. Given the product [N+:1]([C:4]1[CH:5]=[CH:6][C:7]([C:8]([N:16]2[CH2:15][CH2:14][N:13]([C:19]([O:21][C:22]([CH3:25])([CH3:24])[CH3:23])=[O:20])[CH2:18][CH2:17]2)=[O:10])=[CH:11][CH:12]=1)([O-:3])=[O:2], predict the reactants needed to synthesize it. (4) Given the product [CH3:21][CH:20]([CH3:22])[CH:19]([C:24]1[CH:29]=[CH:28][CH:27]=[CH:26][CH:25]=1)[CH2:9][C:8]([OH:7])=[O:18], predict the reactants needed to synthesize it. The reactants are: [H-].[Na+].C([O:7][C:8](=[O:18])[CH2:9]P(OCC)(OCC)=O)(C)(C)C.[C:19]([C:24]1[CH:29]=[CH:28][CH:27]=[CH:26][CH:25]=1)(=O)[CH:20]([CH3:22])[CH3:21]. (5) The reactants are: [NH2:1][C:2]1[CH:3]=[CH:4][C:5]2[C:6]3[N:14]=[C:13]([C:15]4[CH:20]=[CH:19][CH:18]=[C:17]([C:21]([F:24])([F:23])[F:22])[CH:16]=4)[CH:12]=[C:11]([C:25]([NH2:27])=[O:26])[C:7]=3[NH:8][C:9]=2[CH:10]=1.[CH3:28][N:29]1[CH2:34][CH2:33][C:32](=O)[CH2:31][CH2:30]1. Given the product [CH3:28][N:29]1[CH2:34][CH2:33][CH:32]([NH:1][C:2]2[CH:3]=[CH:4][C:5]3[C:6]4[N:14]=[C:13]([C:15]5[CH:20]=[CH:19][CH:18]=[C:17]([C:21]([F:24])([F:23])[F:22])[CH:16]=5)[CH:12]=[C:11]([C:25]([NH2:27])=[O:26])[C:7]=4[NH:8][C:9]=3[CH:10]=2)[CH2:31][CH2:30]1, predict the reactants needed to synthesize it. (6) The reactants are: [CH:1]1([N:6]2[CH2:14][C:11]3([CH2:13][CH2:12]3)[C:10](=[O:15])[N:9]([CH3:16])[C:8]3[CH:17]=[N:18][C:19]([NH:21][C:22]4[CH:30]=[CH:29][C:25]([C:26]([OH:28])=O)=[CH:24][CH:23]=4)=[N:20][C:7]2=3)[CH2:5][CH2:4][CH2:3][CH2:2]1.ON1C2C=CC=CC=2N=N1.F[P-](F)(F)(F)(F)F.CN(C(N(C)C)=[N+]1C2C=CC=CC=2[N+]([O-])=N1)C.C(N(C(C)C)C(C)C)C.[NH2:74][CH:75]1[CH2:80][CH2:79][N:78]([CH3:81])[CH2:77][CH2:76]1. Given the product [CH:1]1([N:6]2[CH2:14][C:11]3([CH2:13][CH2:12]3)[C:10](=[O:15])[N:9]([CH3:16])[C:8]3[CH:17]=[N:18][C:19]([NH:21][C:22]4[CH:30]=[CH:29][C:25]([C:26]([NH:74][CH:75]5[CH2:80][CH2:79][N:78]([CH3:81])[CH2:77][CH2:76]5)=[O:28])=[CH:24][CH:23]=4)=[N:20][C:7]2=3)[CH2:5][CH2:4][CH2:3][CH2:2]1, predict the reactants needed to synthesize it. (7) Given the product [NH2:1][C:2]1[N:6]([CH3:7])[C:5](=[O:8])[C:4]([C:9]2[CH:14]=[CH:13][C:12]([O:15][CH:16]([F:18])[F:17])=[C:11]([CH3:19])[CH:10]=2)([C:20]2[CH:25]=[CH:24][C:23]([F:26])=[C:22](/[CH:32]=[CH:31]/[CH2:30][O:29][CH3:28])[CH:21]=2)[N:3]=1, predict the reactants needed to synthesize it. The reactants are: [NH2:1][CH:2]1[N:6]([CH3:7])[C:5](=[O:8])[C:4]([C:20]2[CH:25]=[CH:24][C:23]([F:26])=[C:22](Br)[CH:21]=2)([C:9]2[CH:14]=[CH:13][C:12]([O:15][CH:16]([F:18])[F:17])=[C:11]([CH3:19])[CH:10]=2)[NH:3]1.[CH3:28][O:29][CH2:30][CH:31]=[CH:32]B(O)O.C([O-])([O-])=O.[K+].[K+].COCCOC.